This data is from Forward reaction prediction with 1.9M reactions from USPTO patents (1976-2016). The task is: Predict the product of the given reaction. (1) The product is: [N+:20]([C:23]1[CH:28]=[CH:27][C:26]([O:15][C:14](=[O:16])[C@@H:13]2[CH2:17][CH2:18][CH2:19][N:12]2[C:10](=[O:11])[CH2:9][NH:8][C:1]([O:3][C:4]([CH3:6])([CH3:7])[CH3:5])=[O:2])=[CH:25][CH:24]=1)([O-:22])=[O:21]. Given the reactants [C:1]([NH:8][CH2:9][C:10]([N:12]1[CH2:19][CH2:18][CH2:17][C@H:13]1[C:14]([OH:16])=[O:15])=[O:11])([O:3][C:4]([CH3:7])([CH3:6])[CH3:5])=[O:2].[N+:20]([C:23]1[CH:28]=[CH:27][C:26](O)=[CH:25][CH:24]=1)([O-:22])=[O:21].C1CCC(N=C=NC2CCCCC2)CC1, predict the reaction product. (2) Given the reactants C([O:3][C:4](=[O:20])[C:5]([C:8]1[CH:13]=[CH:12][C:11]([O:14][CH:15]([CH3:17])[CH3:16])=[C:10]([O:18][CH3:19])[CH:9]=1)([CH3:7])[CH3:6])C.[OH-].[Na+].O, predict the reaction product. The product is: [CH:15]([O:14][C:11]1[CH:12]=[CH:13][C:8]([C:5]([CH3:7])([CH3:6])[C:4]([OH:20])=[O:3])=[CH:9][C:10]=1[O:18][CH3:19])([CH3:16])[CH3:17].